Dataset: Reaction yield outcomes from USPTO patents with 853,638 reactions. Task: Predict the reaction yield, written as a fraction of the theoretical maximum amount of product (1.0 means a 100% yield; for example, 0.34 means a 34% yield). (1) The reactants are [CH3:1][O:2][C:3](=[O:26])[C@H:4]([CH2:22][CH2:23][S:24][CH3:25])[NH:5][C:6](=[O:21])[C:7]1[CH:12]=[CH:11][C:10]([NH2:13])=[CH:9][C:8]=1[C:14]1[CH:19]=[CH:18][CH:17]=[CH:16][C:15]=1[CH3:20].Cl.[C:28](Cl)(=[O:35])[C:29]1[CH:34]=[CH:33][CH:32]=[N:31][CH:30]=1.C([O-])(O)=O.[Na+]. The catalyst is C(Cl)Cl. The product is [CH3:1][O:2][C:3](=[O:26])[C@H:4]([CH2:22][CH2:23][S:24][CH3:25])[NH:5][C:6](=[O:21])[C:7]1[CH:12]=[CH:11][C:10]([NH:13][C:28]([C:29]2[CH:30]=[N:31][CH:32]=[CH:33][CH:34]=2)=[O:35])=[CH:9][C:8]=1[C:14]1[CH:19]=[CH:18][CH:17]=[CH:16][C:15]=1[CH3:20]. The yield is 0.800. (2) The reactants are [CH2:1]([N:8]1[CH2:13][CH2:12][NH:11][C@@H:10]([CH2:14][CH2:15][OH:16])[CH2:9]1)[C:2]1[CH:7]=[CH:6][CH:5]=[CH:4][CH:3]=1.[C:17](O[C:17]([O:19][C:20]([CH3:23])([CH3:22])[CH3:21])=[O:18])([O:19][C:20]([CH3:23])([CH3:22])[CH3:21])=[O:18]. The catalyst is C(Cl)Cl. The product is [C:20]([O:19][C:17]([N:11]1[CH2:12][CH2:13][N:8]([CH2:1][C:2]2[CH:3]=[CH:4][CH:5]=[CH:6][CH:7]=2)[CH2:9][C@@H:10]1[CH2:14][CH2:15][OH:16])=[O:18])([CH3:23])([CH3:22])[CH3:21]. The yield is 0.710. (3) The reactants are [Cl:1][C:2]1[C:3]([NH2:26])=[C:4]2[C:9](=[C:10]([C:12]3[O:13][C:14]([CH:17]4[CH2:22][CH2:21][N:20]([CH:23]5[CH2:25][CH2:24]5)[CH2:19][CH2:18]4)=[N:15][N:16]=3)[CH:11]=1)[O:8][CH2:7][CH2:6][CH2:5]2.[C:27]([OH:34])(=[O:33])/[CH:28]=[CH:29]/[C:30]([OH:32])=[O:31]. The catalyst is C(O)C. The product is [C:27]([OH:34])(=[O:33])/[CH:28]=[CH:29]/[C:30]([OH:32])=[O:31].[Cl:1][C:2]1[C:3]([NH2:26])=[C:4]2[C:9](=[C:10]([C:12]3[O:13][C:14]([CH:17]4[CH2:18][CH2:19][N:20]([CH:23]5[CH2:25][CH2:24]5)[CH2:21][CH2:22]4)=[N:15][N:16]=3)[CH:11]=1)[O:8][CH2:7][CH2:6][CH2:5]2.[Cl:1][C:2]1[C:3]([NH2:26])=[C:4]2[C:9](=[C:10]([C:12]3[O:13][C:14]([CH:17]4[CH2:18][CH2:19][N:20]([CH:23]5[CH2:25][CH2:24]5)[CH2:21][CH2:22]4)=[N:15][N:16]=3)[CH:11]=1)[O:8][CH2:7][CH2:6][CH2:5]2. The yield is 0.928. (4) The product is [CH:35]1([C@H:30]([O:29][C:27](=[O:28])[NH:1][C:2]2[CH:3]=[CH:4][C:5]([C:8]3[N:9]([CH:22]4[CH2:23][CH2:24][CH2:25]4)[C:10]4[C:15]([C:16]=3[C:17]#[N:18])=[CH:14][CH:13]=[C:12]([S:19][CH2:20][CH3:21])[CH:11]=4)=[CH:6][CH:7]=2)[CH3:31])[CH2:34][CH2:33]1. The reactants are [NH2:1][C:2]1[CH:7]=[CH:6][C:5]([C:8]2[N:9]([CH:22]3[CH2:25][CH2:24][CH2:23]3)[C:10]3[C:15]([C:16]=2[C:17]#[N:18])=[CH:14][CH:13]=[C:12]([S:19][CH2:20][CH3:21])[CH:11]=3)=[CH:4][CH:3]=1.Cl[C:27]([O:29][C:30]1[CH:35]=[CH:34][C:33]([N+]([O-])=O)=C[CH:31]=1)=[O:28].N1C=CC=CC=1.C1([C@H](O)C)CC1. The catalyst is CCOC(C)=O.ClCCCl. The yield is 0.690. (5) The reactants are [CH3:1][O:2][C:3]([CH:5]1[CH2:14][CH2:13][C:12]2[C:7](=[CH:8][CH:9]=[C:10]([OH:15])[CH:11]=2)[CH2:6]1)=[O:4].[C:16]([C@H:20]1[CH2:25][CH2:24][C@H:23](O)[CH2:22][CH2:21]1)([CH3:19])([CH3:18])[CH3:17].C1(P(C2C=CC=CC=2)C2C=CC=CC=2)C=CC=CC=1.C1(C)C=CC=CC=1.N(C(OC(C)C)=O)=NC(OC(C)C)=O. No catalyst specified. The product is [C:16]([C@H:20]1[CH2:25][CH2:24][C@H:23]([O:15][C:10]2[CH:11]=[C:12]3[C:7](=[CH:8][CH:9]=2)[CH2:6][CH:5]([C:3]([O:2][CH3:1])=[O:4])[CH2:14][CH2:13]3)[CH2:22][CH2:21]1)([CH3:19])([CH3:18])[CH3:17]. The yield is 0.160. (6) The yield is 0.690. The reactants are [Br:1][C:2]1[CH:20]=[CH:19][C:5]([C:6]([NH:8][CH2:9][CH2:10][C:11]2[CH:16]=[CH:15][CH:14]=[C:13]([O:17][CH3:18])[CH:12]=2)=O)=[CH:4][CH:3]=1.P(Cl)(Cl)(Cl)(Cl)[Cl:22].CCCCCC. The product is [ClH:22].[Br:1][C:2]1[CH:20]=[CH:19][C:5]([C:6]2[C:16]3[C:11](=[CH:12][C:13]([O:17][CH3:18])=[CH:14][CH:15]=3)[CH2:10][CH2:9][N:8]=2)=[CH:4][CH:3]=1. The catalyst is C(Cl)(Cl)Cl. (7) The reactants are O.NN.[O:4]1[C:8]2([CH2:13][CH2:12][O:11][CH2:10][CH:9]2[N:14]2C(=O)C3C(=CC=CC=3)C2=O)[O:7][CH2:6][CH2:5]1. The catalyst is C(O)C. The product is [O:4]1[C:8]2([CH2:13][CH2:12][O:11][CH2:10][CH:9]2[NH2:14])[O:7][CH2:6][CH2:5]1. The yield is 0.830.